This data is from Reaction yield outcomes from USPTO patents with 853,638 reactions. The task is: Predict the reaction yield, written as a fraction of the theoretical maximum amount of product (1.0 means a 100% yield; for example, 0.34 means a 34% yield). (1) The reactants are C[O:2][C:3]([C:5]1[CH:10]=[CH:9][C:8](B(O)O)=[CH:7][CH:6]=1)=O.Cl.O[C@@H]1CCCC[C@H]1N.C[Si]([N-][Si](C)(C)C)(C)C.[Na+].[CH:33]1(Br)[CH2:37][CH2:36][CH2:35][CH2:34]1.[CH3:39][CH:40]([OH:42])[CH3:41]. The catalyst is C(Cl)Cl.CO. The product is [CH:33]1([C:8]2[CH:9]=[CH:10][C:5]([C:3]([O:42][CH:40]([CH3:41])[CH3:39])=[O:2])=[CH:6][CH:7]=2)[CH2:37][CH2:36][CH2:35][CH2:34]1. The yield is 0.150. (2) The reactants are Cl[C:2]1[N:7]=[C:6]2[N:8]([CH3:11])[N:9]=[CH:10][C:5]2=[C:4]([C:12]([O:14][CH2:15][CH3:16])=[O:13])[N:3]=1.[Br:17][C:18]1[CH:19]=[C:20](B(O)O)[CH:21]=[CH:22][CH:23]=1. No catalyst specified. The product is [Br:17][C:18]1[CH:23]=[C:22]([C:2]2[N:7]=[C:6]3[N:8]([CH3:11])[N:9]=[CH:10][C:5]3=[C:4]([C:12]([O:14][CH2:15][CH3:16])=[O:13])[N:3]=2)[CH:21]=[CH:20][CH:19]=1. The yield is 0.400. (3) The reactants are Br[C:2]1[CH:7]=[CH:6][C:5]([NH:8][C:9]([C:11]2[N:12]([CH2:18][O:19][CH2:20][CH2:21][Si:22]([CH3:25])([CH3:24])[CH3:23])[CH:13]=[C:14]([C:16]#[N:17])[N:15]=2)=[O:10])=[C:4]([C:26]2[CH2:31][CH2:30][CH2:29][CH2:28][CH:27]=2)[CH:3]=1.C([Sn](CCCC)(CCCC)[C:37]([O:39]CC)=[CH2:38])CCC.CCOC(C)=O. The catalyst is O1CCOCC1.Cl[Pd](Cl)([P](C1C=CC=CC=1)(C1C=CC=CC=1)C1C=CC=CC=1)[P](C1C=CC=CC=1)(C1C=CC=CC=1)C1C=CC=CC=1. The product is [C:37]([C:2]1[CH:7]=[CH:6][C:5]([NH:8][C:9]([C:11]2[N:12]([CH2:18][O:19][CH2:20][CH2:21][Si:22]([CH3:25])([CH3:23])[CH3:24])[CH:13]=[C:14]([C:16]#[N:17])[N:15]=2)=[O:10])=[C:4]([C:26]2[CH2:31][CH2:30][CH2:29][CH2:28][CH:27]=2)[CH:3]=1)(=[O:39])[CH3:38]. The yield is 0.860. (4) The reactants are [C:1]([O:5][C:6]([NH:8][C@H:9]1[CH2:14][C@@H:13]([CH3:15])[CH2:12][N:11]([C:16]2[CH:21]=[CH:20][N:19]=[CH:18][C:17]=2[NH:22][C:23]([C:25]2[C:34]([NH:35]C(=O)OCC3C=CC=CC=3)=[CH:33][C:32]3[C:27](=[CH:28][C:29]([C:46]4[CH2:47][CH2:48][O:49][CH2:50][CH:51]=4)=[CH:30][CH:31]=3)[N:26]=2)=[O:24])[CH2:10]1)=[O:7])([CH3:4])([CH3:3])[CH3:2].[H][H]. The catalyst is CO.[Pd]. The product is [NH2:35][C:34]1[C:25]([C:23]([NH:22][C:17]2[CH:18]=[N:19][CH:20]=[CH:21][C:16]=2[N:11]2[CH2:12][C@H:13]([CH3:15])[CH2:14][C@H:9]([NH:8][C:6](=[O:7])[O:5][C:1]([CH3:4])([CH3:3])[CH3:2])[CH2:10]2)=[O:24])=[N:26][C:27]2[C:32]([CH:33]=1)=[CH:31][CH:30]=[C:29]([CH:46]1[CH2:51][CH2:50][O:49][CH2:48][CH2:47]1)[CH:28]=2. The yield is 0.870. (5) The reactants are [Li+].[Cl-].[CH3:3][N:4]1[C:12](=[O:13])[C:11]2[N:10]([CH3:14])[CH:9]=[N:8][C:7]=2[N:6]([CH3:15])[C:5]1=[O:16].IC1C=CC=CC=1.[Cl:24][C:25]1[CH:30]=[CH:29][C:28](I)=[CH:27][CH:26]=1. The catalyst is C1COCC1.C1C=CC(/C=C/C(/C=C/C2C=CC=CC=2)=O)=CC=1.C1C=CC(/C=C/C(/C=C/C2C=CC=CC=2)=O)=CC=1.[Pd]. The product is [Cl:24][C:25]1[CH:30]=[CH:29][C:28]([C:9]2[N:10]([CH3:14])[C:11]3[C:12](=[O:13])[N:4]([CH3:3])[C:5](=[O:16])[N:6]([CH3:15])[C:7]=3[N:8]=2)=[CH:27][CH:26]=1. The yield is 0.740.